Regression. Given a peptide amino acid sequence and an MHC pseudo amino acid sequence, predict their binding affinity value. This is MHC class II binding data. From a dataset of Peptide-MHC class II binding affinity with 134,281 pairs from IEDB. (1) The peptide sequence is KRCLLHLAVIGALLAVGATKV. The MHC is DRB1_0404 with pseudo-sequence DRB1_0404. The binding affinity (normalized) is 0.463. (2) The peptide sequence is AFILDGDNLFPFV. The MHC is DRB3_0101 with pseudo-sequence DRB3_0101. The binding affinity (normalized) is 1.00. (3) The peptide sequence is LNVTSEDLGKTFSVG. The MHC is HLA-DQA10201-DQB10402 with pseudo-sequence HLA-DQA10201-DQB10402. The binding affinity (normalized) is 0.249. (4) The peptide sequence is VIPEGWKADTAYESK. The MHC is HLA-DQA10301-DQB10302 with pseudo-sequence HLA-DQA10301-DQB10302. The binding affinity (normalized) is 0.301. (5) The peptide sequence is GVTLVRKNRWLLLNV. The MHC is DRB1_0701 with pseudo-sequence DRB1_0701. The binding affinity (normalized) is 0.564. (6) The peptide sequence is TVWAQSADFPQFKPE. The MHC is DRB1_1201 with pseudo-sequence DRB1_1201. The binding affinity (normalized) is 0.206. (7) The peptide sequence is SVLLVVALFAVFLGS. The MHC is DRB4_0101 with pseudo-sequence DRB4_0103. The binding affinity (normalized) is 0. (8) The peptide sequence is NRQLYPEWTEAQRLD. The MHC is DRB1_1101 with pseudo-sequence DRB1_1101. The binding affinity (normalized) is 0.271. (9) The binding affinity (normalized) is 0.279. The MHC is DRB5_0101 with pseudo-sequence DRB5_0101. The peptide sequence is EGGNIYTKKEAFNVE. (10) The peptide sequence is GDSYYYSEPTSENNA. The MHC is DRB3_0202 with pseudo-sequence DRB3_0202. The binding affinity (normalized) is 0.549.